Dataset: Reaction yield outcomes from USPTO patents with 853,638 reactions. Task: Predict the reaction yield, written as a fraction of the theoretical maximum amount of product (1.0 means a 100% yield; for example, 0.34 means a 34% yield). (1) The reactants are [N+:1]([C:4]1[CH:5]=[C:6]2[C:11](=[CH:12][CH:13]=1)[NH:10][C:9](=O)[NH:8][C:7]2=O)([O-:3])=[O:2].P(Cl)(Cl)(Cl)=O.[CH2:21]([NH2:23])[CH3:22].[CH2:24]([NH2:27])[CH:25]=[CH2:26]. The catalyst is O. The product is [CH2:24]([NH:27][C:9]1[N:8]=[C:7]([NH:23][CH2:21][CH3:22])[C:6]2[C:11](=[CH:12][CH:13]=[C:4]([N+:1]([O-:3])=[O:2])[CH:5]=2)[N:10]=1)[CH:25]=[CH2:26]. The yield is 0.441. (2) The reactants are CC(N1C2C=CC(Cl)=CC=2N=C1C1C=C(Cl)C=CC=1Cl)C(O)=O.C[CH:25]([N:29]1[C:33]2[CH:34]=[C:35]([Cl:38])[CH:36]=[CH:37][C:32]=2[N:31]=[C:30]1[C:39]1[CH:44]=[C:43]([Cl:45])[CH:42]=[CH:41][C:40]=1[Cl:46])[C:26](O)=[O:27].[C:47]([C:51]1[CH:52]=[C:53]([CH:55]=[C:56]([C:58]([CH3:61])([CH3:60])[CH3:59])[CH:57]=1)[NH2:54])([CH3:50])([CH3:49])[CH3:48].CN(C(ON1N=NC2C=CC=NC1=2)=[N+](C)C)C.F[P-](F)(F)(F)(F)F. No catalyst specified. The product is [Cl:38][C:35]1[CH:36]=[CH:37][C:32]2[N:31]=[C:30]([C:39]3[CH:44]=[C:43]([Cl:45])[CH:42]=[CH:41][C:40]=3[Cl:46])[N:29]([CH2:25][C:26]([NH:54][C:53]3[CH:55]=[C:56]([C:58]([CH3:60])([CH3:59])[CH3:61])[CH:57]=[C:51]([C:47]([CH3:50])([CH3:49])[CH3:48])[CH:52]=3)=[O:27])[C:33]=2[CH:34]=1. The yield is 0.350. (3) The reactants are [CH:1]([C:3]1[C:11]2[C:10]([C:12]([O:14][CH3:15])=[O:13])=[CH:9][CH:8]=[CH:7][C:6]=2[NH:5][N:4]=1)=[O:2].C(=O)([O-])[O-].[Cs+].[Cs+].[CH3:22][O:23][C:24]1[CH:31]=[CH:30][C:27]([CH2:28]Br)=[CH:26][CH:25]=1.[I-].[Na+]. The catalyst is CN(C=O)C. The product is [CH:1]([C:3]1[C:11]2[C:10]([C:12]([O:14][CH3:15])=[O:13])=[CH:9][CH:8]=[CH:7][C:6]=2[N:5]([CH2:28][C:27]2[CH:30]=[CH:31][C:24]([O:23][CH3:22])=[CH:25][CH:26]=2)[N:4]=1)=[O:2]. The yield is 0.530. (4) The reactants are Cl.Cl.[CH2:3]([C@@H:7]1[CH2:12][NH:11][CH2:10][CH2:9][N:8]1[C:13]1[S:14][C:15]2[CH:21]=[C:20]([O:22][C:23]([F:26])([F:25])[F:24])[CH:19]=[CH:18][C:16]=2[N:17]=1)[CH2:4][CH2:5][CH3:6].[CH3:27][O:28][C:29](=[O:41])[CH2:30][O:31][C:32]1[CH:37]=[C:36]([CH3:38])[CH:35]=[C:34]([CH2:39]Cl)[CH:33]=1.C(=O)([O-])[O-].[K+].[K+].[I-].[K+]. The catalyst is O.CN(C)C=O. The product is [CH3:27][O:28][C:29](=[O:41])[CH2:30][O:31][C:32]1[CH:33]=[C:34]([CH3:39])[CH:35]=[C:36]([CH2:38][N:11]2[CH2:10][CH2:9][N:8]([C:13]3[S:14][C:15]4[CH:21]=[C:20]([O:22][C:23]([F:26])([F:24])[F:25])[CH:19]=[CH:18][C:16]=4[N:17]=3)[C@H:7]([CH2:3][CH2:4][CH2:5][CH3:6])[CH2:12]2)[CH:37]=1. The yield is 0.940.